From a dataset of Reaction yield outcomes from USPTO patents with 853,638 reactions. Predict the reaction yield, written as a fraction of the theoretical maximum amount of product (1.0 means a 100% yield; for example, 0.34 means a 34% yield). The reactants are [O:1]([C:8]1[CH:13]=[CH:12][C:11]([C:14]2[C:25]([C:26]([NH2:28])=[O:27])=[C:17]3[NH:18][C:19]4[CH:20]=[N:21][CH:22]=[CH:23][C:24]=4[N:16]3[N:15]=2)=[CH:10][CH:9]=1)[C:2]1[CH:7]=[CH:6][CH:5]=[CH:4][CH:3]=1.[CH2:29](Br)[C:30]1[CH:35]=[CH:34][CH:33]=[CH:32][CH:31]=1.[BH4-].[Na+].O. The catalyst is C1COCC1.C(Cl)Cl. The product is [CH2:29]([N:21]1[CH2:22][CH2:23][C:24]2[N:16]3[N:15]=[C:14]([C:11]4[CH:10]=[CH:9][C:8]([O:1][C:2]5[CH:7]=[CH:6][CH:5]=[CH:4][CH:3]=5)=[CH:13][CH:12]=4)[C:25]([C:26]([NH2:28])=[O:27])=[C:17]3[NH:18][C:19]=2[CH2:20]1)[C:30]1[CH:35]=[CH:34][CH:33]=[CH:32][CH:31]=1. The yield is 0.260.